From a dataset of Antibody developability classification from SAbDab with 2,409 antibodies. Regression/Classification. Given an antibody's heavy chain and light chain sequences, predict its developability. TAP uses regression for 5 developability metrics; SAbDab uses binary classification. (1) The antibody is ['EVQLVESGPSLVKPSQTLSLTCSVTGDSITSGFWNWIRKFPGNKLEFMGYITYSGTSYYKPSLKSRISITRDTSKNQYFLQLNSVTAEDTATYYCARRGFLTTVNYYAMDYWGQGTSVTVSS', 'DIQMTQTTSSLSASLGDGITISCRASQDISNYLNWYQQKPDGTVKLLIYYTSRLHSGVPSRFSGSGSGTDYSLTISNLEQEDIATYFCQQGNTLPYTFGGGTKLEIK']. Result: 0 (not developable). (2) The antibody is ['QVQLVQSGAEVKKPGSSVKVSCKASGGTFSSYAISWVRQAPGQGLEWMGGIIPIFGTANYAQKFQGRVTITADESTSTAYMELSSLRSEDTAVYYCAREPDYYDSSGYYPIDAFDIWGQGTTVTVSS', 'QSALTQPASVSASPGQSITISCTGTSSDVGAYDWVSWYQQHPGKAPKLLIFDVNNRPSGVSHRFSGSKSGNTASLTISGLQAEDEADYYCASATLLDTYVFGTGTKVTVL']. Result: 0 (not developable). (3) The antibody is ['EVQLQQSGTELKKPGASVKISCKATGYTFSSYWIEWIKQRPGHGLEWIGEILPEIGMTNYNENFKGKATFTANTSSNTVYMQLSSLTSEDSAVYYCARPYDYSWFAYWGQGTLVTVSA', 'DIVMTQSQKFMSTSVGDRVSVTCKASQNVDTNVAWYQEKPGQSPKTLIYSASNRYSGVPDRFTGSASGTDFTLTITNVQSEDLAEYFCQQYNSYPYTFGGGTKLEIK']. Result: 0 (not developable). (4) The antibody is ['QVQLQESGPGLVKPSETLSLTCAVSGGSIGDDYYWNWIRQPPGKGLEWIGSIYGSFGGTNYNPSLKSRVTISMDTSKNQFSLNLSSVTAADTAVYYCARGSYNIVVLFGYYFDYWGQGVLVTVSS', 'QSALTQPPSVSKSLGQSVTISCSGTSSDIGAYNGVSWYQHHSGTAPRLLIYEVSKRPSGVSDRFSGSKSGNTASLTISGLQAEDEADYYCGSYRSGSTWVFGGGTRLTVL']. Result: 0 (not developable). (5) Result: 1 (developable). The antibody is ['EVQLVESGGGLVKPGGSLRLSCAASGFTFSNAWMSWVRQAPGKGLEWVGRIKSKTDGGTTDYAAPVKGRFTISRDDSKNTLYLQMNSLKTEDTAVYYCTTGVETYDFWSGYDDHYYDYYFRDVWGKGTTVTVSS', 'EIVLTQSPGTLSLSPGERATLSCRASQSVSSSYLAWYQQKPGQAPRLLIYGASSRATGIPDRFSGSGSGTDFTLTISRLEPEDFAVYYCQQSARSFTFGPGTKVDIK'].